From a dataset of Catalyst prediction with 721,799 reactions and 888 catalyst types from USPTO. Predict which catalyst facilitates the given reaction. (1) Reactant: C([NH:8][C:9]1[CH:10]=[C:11]([CH2:16][CH:17]([CH:25]2[CH2:28][CH2:27][CH2:26]2)[C:18]([O:20][C:21]([CH3:24])([CH3:23])[CH3:22])=[O:19])[CH:12]=[CH:13][C:14]=1[Cl:15])C1C=CC=CC=1. Product: [NH2:8][C:9]1[CH:10]=[C:11]([CH2:16][CH:17]([CH:25]2[CH2:26][CH2:27][CH2:28]2)[C:18]([O:20][C:21]([CH3:24])([CH3:23])[CH3:22])=[O:19])[CH:12]=[CH:13][C:14]=1[Cl:15]. The catalyst class is: 78. (2) Reactant: [Br:1][C:2]1[CH:3]=[C:4]([CH:12]=[O:13])[C:5]([OH:11])=[C:6]([CH:10]=1)[C:7]([OH:9])=[O:8].[CH3:14][Mg]Br.C(OCC)(=O)C.Cl. Product: [Br:1][C:2]1[CH:3]=[C:4]([CH:12]([OH:13])[CH3:14])[C:5]([OH:11])=[C:6]([CH:10]=1)[C:7]([OH:9])=[O:8]. The catalyst class is: 1.